Task: Predict the reaction yield, written as a fraction of the theoretical maximum amount of product (1.0 means a 100% yield; for example, 0.34 means a 34% yield).. Dataset: Reaction yield outcomes from USPTO patents with 853,638 reactions (1) The reactants are Br[C:2]1[CH:3]=[C:4]([NH:10][C:11]2[CH:16]=[CH:15][C:14]([CH:17]3[CH2:20][N:19]([CH3:21])[CH2:18]3)=[CH:13][N:12]=2)[C:5](=[O:9])[N:6]([CH3:8])[CH:7]=1.[C:22]([O:25][CH2:26][C:27]1[C:28]([N:36]2[CH2:48][CH2:47][C:46]3[N:45]4[C:40]([CH2:41][CH2:42][CH2:43][CH2:44]4)=[CH:39][C:38]=3[C:37]2=[O:49])=[N:29][CH:30]=[CH:31][C:32]=1B(O)O)(=[O:24])[CH3:23].[O-]P([O-])([O-])=O.[K+].[K+].[K+].C([O-])(=O)C.[Na+]. The catalyst is C1C=CC(P(C2C=CC=CC=2)[C-]2C=CC=C2)=CC=1.C1C=CC(P(C2C=CC=CC=2)[C-]2C=CC=C2)=CC=1.Cl[Pd]Cl.[Fe+2].C(#N)C.O. The product is [C:22]([O:25][CH2:26][C:27]1[C:28]([N:36]2[CH2:48][CH2:47][C:46]3[N:45]4[C:40]([CH2:41][CH2:42][CH2:43][CH2:44]4)=[CH:39][C:38]=3[C:37]2=[O:49])=[N:29][CH:30]=[CH:31][C:32]=1[C:2]1[CH:3]=[C:4]([NH:10][C:11]2[CH:16]=[CH:15][C:14]([CH:17]3[CH2:20][N:19]([CH3:21])[CH2:18]3)=[CH:13][N:12]=2)[C:5](=[O:9])[N:6]([CH3:8])[CH:7]=1)(=[O:24])[CH3:23]. The yield is 0.430. (2) The reactants are [CH:1]1([CH2:4][C:5](=[O:15])[CH2:6][C:7]2[CH:12]=[CH:11][N:10]=[C:9]([S:13][CH3:14])[N:8]=2)[CH2:3][CH2:2]1.[CH3:16][N:17]([CH:19](OC)OC)[CH3:18]. No catalyst specified. The product is [CH:1]1([CH2:4][C:5](=[O:15])/[C:6](/[C:7]2[CH:12]=[CH:11][N:10]=[C:9]([S:13][CH3:14])[N:8]=2)=[CH:16]\[N:17]([CH3:19])[CH3:18])[CH2:3][CH2:2]1. The yield is 0.692. (3) The reactants are [Br:1][C:2]1[CH:12]=[CH:11][C:10]([S:13]([NH:16][C:17]2[N:18]=[CH:19][C:20]3[C:25]([C:26]=2[CH:27]2[CH2:29][CH2:28]2)=[CH:24][CH:23]=[CH:22][CH:21]=3)(=[O:15])=[O:14])=[CH:9][C:3]=1[C:4]([O:6][CH2:7][CH3:8])=[O:5].C(=O)([O-])[O-].[K+].[K+].[F:36][C:37]([F:48])([F:47])[O:38][C:39]1[CH:46]=[CH:45][C:42]([CH2:43]Br)=[CH:41][CH:40]=1.C(OCC)(=O)C. The catalyst is CN(C)C=O. The product is [Br:1][C:2]1[CH:12]=[CH:11][C:10]([S:13]([N:16]([C:17]2[N:18]=[CH:19][C:20]3[C:25]([C:26]=2[CH:27]2[CH2:28][CH2:29]2)=[CH:24][CH:23]=[CH:22][CH:21]=3)[CH2:43][C:42]2[CH:45]=[CH:46][C:39]([O:38][C:37]([F:36])([F:47])[F:48])=[CH:40][CH:41]=2)(=[O:15])=[O:14])=[CH:9][C:3]=1[C:4]([O:6][CH2:7][CH3:8])=[O:5]. The yield is 0.920. (4) The reactants are [Br:1][C:2]1[C:3]([F:11])=[C:4]([CH:8]=[CH:9][CH:10]=1)[C:5]([OH:7])=O.Cl.[NH2:13][CH2:14][C:15]([NH2:17])=[O:16]. No catalyst specified. The product is [NH2:17][C:15](=[O:16])[CH2:14][NH:13][C:5](=[O:7])[C:4]1[CH:8]=[CH:9][CH:10]=[C:2]([Br:1])[C:3]=1[F:11]. The yield is 0.700. (5) The yield is 0.920. No catalyst specified. The product is [Br:1][C:2]1[S:6][C:5]([C:7]2[NH:11][C:10]3[C:12]([OH:20])=[CH:13][CH:14]=[C:15]([C:16]([OH:18])=[O:17])[C:9]=3[N:8]=2)=[CH:4][CH:3]=1. The reactants are [Br:1][C:2]1[S:6][C:5]([C:7]2[NH:11][C:10]3[C:12]([O:20]C)=[CH:13][CH:14]=[C:15]([C:16]([O:18]C)=[O:17])[C:9]=3[N:8]=2)=[CH:4][CH:3]=1.B(Br)(Br)Br.